This data is from Forward reaction prediction with 1.9M reactions from USPTO patents (1976-2016). The task is: Predict the product of the given reaction. (1) Given the reactants [ClH:1].Cl.Cl.S1C(C2C=CN=C([NH:15][CH2:16][CH2:17][CH2:18][N:19]3[CH2:24][CH2:23][N:22]([CH3:25])[CH2:21][CH2:20]3)N=2)=CC2C=CC=CC1=2.[Br:30][C:31]1[C:32]([C:38]2[S:42][C:41]3[C:43]([O:47][CH3:48])=[CH:44][CH:45]=[CH:46][C:40]=3[CH:39]=2)=[N:33][C:34]([Cl:37])=[N:35][CH:36]=1.NCCCN1CCN(C)CC1, predict the reaction product. The product is: [ClH:37].[ClH:1].[ClH:37].[Br:30][C:31]1[C:32]([C:38]2[S:42][C:41]3[C:43]([O:47][CH3:48])=[CH:44][CH:45]=[CH:46][C:40]=3[CH:39]=2)=[N:33][C:34]([NH:15][CH2:16][CH2:17][CH2:18][N:19]2[CH2:20][CH2:21][N:22]([CH3:25])[CH2:23][CH2:24]2)=[N:35][CH:36]=1. (2) Given the reactants [CH3:1][O:2][C:3]1[CH:4]=[CH:5][CH:6]=[CH:7][C:8]=1[O:9][CH2:10][CH2:11][NH:12][CH2:13][CH:14]([OH:30])[CH2:15][O:16][C:17]1[CH:18]=[CH:19][CH:20]=[C:21]2[NH:29][C:28]3[CH:27]=[CH:26][CH:25]=[CH:24][C:23]=3[C:22]=12.CC1C=CC(S(O)(=O)=O)=CC=1.C(OCC)(=O)C.C(=O)([O-])[O-].[Na+].[Na+], predict the reaction product. The product is: [CH3:1][O:2][C:3]1[CH:4]=[CH:5][CH:6]=[CH:7][C:8]=1[O:9][CH2:10][CH2:11][NH:12][CH2:13][CH:14]([OH:30])[CH2:15][O:16][C:17]1[CH:18]=[CH:19][CH:20]=[C:21]2[NH:29][C:28]3[CH:27]=[CH:26][CH:25]=[CH:24][C:23]=3[C:22]=12.